From a dataset of Full USPTO retrosynthesis dataset with 1.9M reactions from patents (1976-2016). Predict the reactants needed to synthesize the given product. (1) The reactants are: [NH:1]1[C:5]2[CH:6]=[CH:7][CH:8]=[CH:9][C:4]=2[N:3]=[C:2]1[S:10][CH2:11][C:12]([N:14]1[CH2:22][CH2:21][CH2:20][C@H:15]1[C:16]([O:18]C)=O)=[O:13].[OH-].[Na+].Cl.[NH2:26][C:27]1[CH:32]=[CH:31][CH:30]=[CH:29][C:28]=1[C:33]1[CH:38]=[CH:37][CH:36]=[CH:35][CH:34]=1.P(Cl)(Cl)(Cl)=O. Given the product [NH:3]1[C:4]2[CH:9]=[CH:8][CH:7]=[CH:6][C:5]=2[N:1]=[C:2]1[S:10][CH2:11][C:12]([N:14]1[CH2:22][CH2:21][CH2:20][C@H:15]1[C:16]([NH:26][C:27]1[CH:32]=[CH:31][CH:30]=[CH:29][C:28]=1[C:33]1[CH:34]=[CH:35][CH:36]=[CH:37][CH:38]=1)=[O:18])=[O:13], predict the reactants needed to synthesize it. (2) Given the product [C:38]([O:42][C:43](=[O:46])[CH2:44][N:3]([CH2:1][CH3:2])[S:4]([C:7]([F:30])([F:31])[C:8]([F:28])([F:29])[C:9]([F:26])([F:27])[C:10]([F:24])([F:25])[C:11]([F:22])([F:23])[C:12]([F:20])([F:21])[C:13]([F:19])([F:18])[C:14]([F:17])([F:16])[F:15])(=[O:6])=[O:5])([CH3:41])([CH3:40])[CH3:39], predict the reactants needed to synthesize it. The reactants are: [CH2:1]([NH:3][S:4]([C:7]([F:31])([F:30])[C:8]([F:29])([F:28])[C:9]([F:27])([F:26])[C:10]([F:25])([F:24])[C:11]([F:23])([F:22])[C:12]([F:21])([F:20])[C:13]([F:19])([F:18])[C:14]([F:17])([F:16])[F:15])(=[O:6])=[O:5])[CH3:2].C(=O)([O-])[O-].[K+].[K+].[C:38]([O:42][C:43](=[O:46])[CH2:44]Br)([CH3:41])([CH3:40])[CH3:39]. (3) Given the product [CH3:1][O:2][C:3]1[CH:8]=[CH:7][CH:6]=[CH:5][C:4]=1[CH:9]([CH2:27][C:28]1[CH:33]=[CH:32][CH:31]=[CH:30][CH:29]=1)[C:10]([O:12][CH3:13])=[O:11], predict the reactants needed to synthesize it. The reactants are: [CH3:1][O:2][C:3]1[CH:8]=[CH:7][CH:6]=[CH:5][C:4]=1[CH2:9][C:10]([O:12][CH3:13])=[O:11].C1COCC1.C([N-]C(C)C)(C)C.[Li+].[CH2:27](Br)[C:28]1[CH:33]=[CH:32][CH:31]=[CH:30][CH:29]=1. (4) Given the product [C:15]([C:3]1[C:2]([CH3:19])=[C:6]([NH2:7])[N:5]([C:8]2[CH:13]=[CH:12][CH:11]=[CH:10][C:9]=2[CH3:14])[N:4]=1)([CH3:18])([CH3:17])[CH3:16], predict the reactants needed to synthesize it. The reactants are: Br[C:2]1[C:3]([C:15]([CH3:18])([CH3:17])[CH3:16])=[N:4][N:5]([C:8]2[CH:13]=[CH:12][CH:11]=[CH:10][C:9]=2[CH3:14])[C:6]=1[NH2:7].[CH3:19]B1OB(C)OB(C)O1.C(=O)([O-])[O-].[K+].[K+]. (5) Given the product [NH2:1][C:2]1[C:10]([Br:11])=[CH:9][C:8]([CH3:12])=[CH:7][C:3]=1[CH2:4][OH:5], predict the reactants needed to synthesize it. The reactants are: [NH2:1][C:2]1[C:10]([Br:11])=[CH:9][C:8]([CH3:12])=[CH:7][C:3]=1[C:4](O)=[O:5].CO.Cl. (6) Given the product [N+:14]([C:17]1[CH:18]=[C:19]([CH:22]=[CH:23][CH:24]=1)[CH2:20][N:4]1[CH2:5][CH2:6][N:1]([C:7]2[N:12]=[CH:11][NH:10][C:9](=[O:13])[CH:8]=2)[CH2:2][CH2:3]1)([O-:16])=[O:15], predict the reactants needed to synthesize it. The reactants are: [N:1]1([C:7]2[N:12]=[CH:11][NH:10][C:9](=[O:13])[CH:8]=2)[CH2:6][CH2:5][NH:4][CH2:3][CH2:2]1.[N+:14]([C:17]1[CH:18]=[C:19]([CH:22]=[CH:23][CH:24]=1)[CH:20]=O)([O-:16])=[O:15]. (7) Given the product [CH3:32][C:14]1[CH:15]=[C:16]([C:18]2[NH:27][C:26](=[O:28])[C:25]3[C:20](=[CH:21][C:22]([O:8][CH2:7][CH2:6][N:1]4[CH2:5][CH2:4][CH2:3][CH2:2]4)=[CH:23][C:24]=3[O:29][CH3:30])[N:19]=2)[CH:17]=[C:12]([CH3:11])[N:13]=1, predict the reactants needed to synthesize it. The reactants are: [N:1]1([CH2:6][CH2:7][OH:8])[CH2:5][CH2:4][CH2:3][CH2:2]1.[H-].[Na+].[CH3:11][C:12]1[CH:17]=[C:16]([C:18]2[NH:27][C:26](=[O:28])[C:25]3[C:20](=[CH:21][C:22](F)=[CH:23][C:24]=3[O:29][CH3:30])[N:19]=2)[CH:15]=[C:14]([CH3:32])[N:13]=1. (8) Given the product [N:12]([CH2:10][CH2:9][O:8][CH2:7][CH2:6][OH:5])=[N+:13]=[N-:14], predict the reactants needed to synthesize it. The reactants are: CS([O:5][CH2:6][CH2:7][O:8][CH2:9][CH2:10]O)(=O)=O.[N-:12]=[N+:13]=[N-:14].[Na+].